Dataset: Forward reaction prediction with 1.9M reactions from USPTO patents (1976-2016). Task: Predict the product of the given reaction. Given the reactants [Cl:1][C:2]1[CH:10]=[C:9]2[C:5]([C:6]([C:11]([N:13]3[CH2:18][CH2:17][CH:16]([C:19]4[C:27]5[O:26][CH2:25][CH2:24][C:23]=5[CH:22]=[CH:21][CH:20]=4)[CH2:15][CH2:14]3)=[O:12])=[CH:7][NH:8]2)=[CH:4][CH:3]=1.Cl[CH2:29][CH2:30][NH2:31], predict the reaction product. The product is: [NH2:31][CH2:30][CH2:29][N:8]1[C:9]2[C:5](=[CH:4][CH:3]=[C:2]([Cl:1])[CH:10]=2)[C:6]([C:11]([N:13]2[CH2:14][CH2:15][CH:16]([C:19]3[C:27]4[O:26][CH2:25][CH2:24][C:23]=4[CH:22]=[CH:21][CH:20]=3)[CH2:17][CH2:18]2)=[O:12])=[CH:7]1.